This data is from Merck oncology drug combination screen with 23,052 pairs across 39 cell lines. The task is: Regression. Given two drug SMILES strings and cell line genomic features, predict the synergy score measuring deviation from expected non-interaction effect. (1) Drug 1: CC(=O)OC1C(=O)C2(C)C(O)CC3OCC3(OC(C)=O)C2C(OC(=O)c2ccccc2)C2(O)CC(OC(=O)C(O)C(NC(=O)c3ccccc3)c3ccccc3)C(C)=C1C2(C)C. Drug 2: Cn1c(=O)n(-c2ccc(C(C)(C)C#N)cc2)c2c3cc(-c4cnc5ccccc5c4)ccc3ncc21. Cell line: A375. Synergy scores: synergy=25.5. (2) Drug 1: CN(Cc1cnc2nc(N)nc(N)c2n1)c1ccc(C(=O)NC(CCC(=O)O)C(=O)O)cc1. Drug 2: Cn1nnc2c(C(N)=O)ncn2c1=O. Cell line: MSTO. Synergy scores: synergy=-35.7. (3) Drug 1: O=P1(N(CCCl)CCCl)NCCCO1. Drug 2: NC(=O)c1cccc2cn(-c3ccc(C4CCCNC4)cc3)nc12. Cell line: OCUBM. Synergy scores: synergy=18.9. (4) Drug 1: O=C(O)C1(Cc2cccc(Nc3nccs3)n2)CCC(Oc2cccc(Cl)c2F)CC1. Drug 2: NC1CCCCC1N.O=C(O)C(=O)O.[Pt+2]. Cell line: RPMI7951. Synergy scores: synergy=-12.3. (5) Drug 1: O=S1(=O)NC2(CN1CC(F)(F)F)C1CCC2Cc2cc(C=CCN3CCC(C(F)(F)F)CC3)ccc2C1. Drug 2: COC12C(COC(N)=O)C3=C(C(=O)C(C)=C(N)C3=O)N1CC1NC12. Cell line: A2058. Synergy scores: synergy=-1.78.